This data is from Full USPTO retrosynthesis dataset with 1.9M reactions from patents (1976-2016). The task is: Predict the reactants needed to synthesize the given product. (1) Given the product [F:12][C:13]([F:26])([F:25])[S:14]([O:11][C:3]1[C:4]2=[N:5][CH:6]=[CH:7][CH:8]=[C:9]2[O:10][C:2]=1[CH3:1])(=[O:16])=[O:15], predict the reactants needed to synthesize it. The reactants are: [CH3:1][C:2]1[O:10][C:9]2[C:4](=[N:5][CH:6]=[CH:7][CH:8]=2)[C:3]=1[OH:11].[F:12][C:13]([F:26])([F:25])[S:14](O[S:14]([C:13]([F:26])([F:25])[F:12])(=[O:16])=[O:15])(=[O:16])=[O:15]. (2) The reactants are: [CH3:1][O:2][C:3](=[O:13])/[CH:4]=[CH:5]/[C:6]1[CH:11]=[CH:10][C:9]([F:12])=[CH:8][N:7]=1. Given the product [CH3:1][O:2][C:3](=[O:13])[CH2:4][CH2:5][C:6]1[CH:11]=[CH:10][C:9]([F:12])=[CH:8][N:7]=1, predict the reactants needed to synthesize it. (3) Given the product [Cl:10][C:11]1[CH:27]=[C:26]([Cl:28])[CH:25]=[CH:24][C:12]=1[CH2:13][NH:14][C:15](=[O:23])[C:16]1[CH:21]=[CH:20][N:19]=[C:18]([O:3][C:4]2[CH:9]=[CH:8][CH:7]=[CH:6][N:5]=2)[CH:17]=1, predict the reactants needed to synthesize it. The reactants are: [H-].[Na+].[OH:3][C:4]1[CH:9]=[CH:8][CH:7]=[CH:6][N:5]=1.[Cl:10][C:11]1[CH:27]=[C:26]([Cl:28])[CH:25]=[CH:24][C:12]=1[CH2:13][NH:14][C:15](=[O:23])[C:16]1[CH:21]=[CH:20][N:19]=[C:18](F)[CH:17]=1. (4) The reactants are: [CH3:1][C:2]1[N:7]=[CH:6][C:5]([CH2:8]O)=[CH:4][CH:3]=1.S(Cl)([Cl:12])=O. Given the product [ClH:12].[Cl:12][CH2:8][C:5]1[CH:4]=[CH:3][C:2]([CH3:1])=[N:7][CH:6]=1, predict the reactants needed to synthesize it. (5) Given the product [OH:33][CH:30]([CH2:29][OH:34])[CH2:31][N:24]1[CH2:23][CH2:22][C:21]2[CH:27]=[CH:28][C:18]([C:15]3[N:14]=[C:13]([C:10]4[CH:11]=[CH:12][C:5]([O:4][CH2:1][CH2:2][CH3:3])=[C:6]([CH:9]=4)[C:7]#[N:8])[O:17][N:16]=3)=[CH:19][C:20]=2[CH2:26][CH2:25]1, predict the reactants needed to synthesize it. The reactants are: [CH2:1]([O:4][C:5]1[CH:12]=[CH:11][C:10]([C:13]2[O:17][N:16]=[C:15]([C:18]3[CH:28]=[CH:27][C:21]4[CH2:22][CH2:23][NH:24][CH2:25][CH2:26][C:20]=4[CH:19]=3)[N:14]=2)=[CH:9][C:6]=1[C:7]#[N:8])[CH2:2][CH3:3].[CH2:29]([OH:34])[CH:30]([OH:33])[CH:31]=O.C(O)(=O)C.C(O[BH-](OC(=O)C)OC(=O)C)(=O)C.[Na+]. (6) Given the product [CH2:16]([CH:2]1[CH:3]([OH:4])[C:5]2[CH:6]=[C:7]([NH:12][C:13](=[O:15])[CH3:14])[CH:8]=[CH:9][C:10]=2[O:11]1)[CH2:17][CH2:18][CH3:19], predict the reactants needed to synthesize it. The reactants are: Br[CH:2]([CH2:16][CH2:17][CH2:18][CH3:19])[C:3]([C:5]1[CH:6]=[C:7]([NH:12][C:13](=[O:15])[CH3:14])[CH:8]=[CH:9][C:10]=1[OH:11])=[O:4].C(=O)(O)[O-].[Na+].[BH4-].[Na+]. (7) Given the product [C:17]([C:14]1[CH:15]=[C:16]2[C:11](=[CH:12][C:13]=1[O:19][CH2:20][C@H:21]([OH:22])[CH2:23][N:52]1[CH2:56][CH2:55][CH2:54][CH2:53]1)[N:10]=[CH:9][CH:8]=[C:7]2[O:6][C:5]1[CH:4]=[CH:3][C:2]([NH:1][C:33]([NH:34][C:35]2[S:36][CH:37]=[CH:38][N:39]=2)=[O:40])=[CH:25][CH:24]=1)#[N:18], predict the reactants needed to synthesize it. The reactants are: [NH2:1][C:2]1[CH:25]=[CH:24][C:5]([O:6][C:7]2[C:16]3[C:11](=[CH:12][C:13]([O:19][CH2:20][C@H:21]4[CH2:23][O:22]4)=[C:14]([C:17]#[N:18])[CH:15]=3)[N:10]=[CH:9][CH:8]=2)=[CH:4][CH:3]=1.C1(O[C:33](=[O:40])[NH:34][C:35]2[S:36][CH:37]=[CH:38][N:39]=2)C=CC=CC=1.C(OCC)(=O)C.O1CCCC1.[NH:52]1[CH2:56][CH2:55][CH2:54][CH2:53]1. (8) Given the product [Cl:1][C:2]1[CH:28]=[C:27]([Cl:29])[CH:26]=[CH:25][C:3]=1[CH2:4][NH:5][C:6]1[N:11]2[N:12]=[CH:13][CH:14]=[C:10]2[N:9]=[C:8]([C:15]2[CH:16]=[CH:17][C:18]([C:19]([OH:21])=[O:20])=[CH:23][CH:24]=2)[CH:7]=1, predict the reactants needed to synthesize it. The reactants are: [Cl:1][C:2]1[CH:28]=[C:27]([Cl:29])[CH:26]=[CH:25][C:3]=1[CH2:4][NH:5][C:6]1[N:11]2[N:12]=[CH:13][CH:14]=[C:10]2[N:9]=[C:8]([C:15]2[CH:24]=[CH:23][C:18]([C:19]([O:21]C)=[O:20])=[CH:17][CH:16]=2)[CH:7]=1.[OH-].[Na+].C(O)(=O)CC(CC(O)=O)(C(O)=O)O. (9) Given the product [F:21][C:22]1[C:27]([F:28])=[CH:26][CH:25]=[CH:24][C:23]=1[C:2]1[N:7]=[CH:6][N:5]=[C:4]([N:8]2[CH2:13][CH2:12][N:11]([C:14]([O:16][C:17]([CH3:20])([CH3:19])[CH3:18])=[O:15])[CH2:10][CH2:9]2)[CH:3]=1, predict the reactants needed to synthesize it. The reactants are: Cl[C:2]1[N:7]=[CH:6][N:5]=[C:4]([N:8]2[CH2:13][CH2:12][N:11]([C:14]([O:16][C:17]([CH3:20])([CH3:19])[CH3:18])=[O:15])[CH2:10][CH2:9]2)[CH:3]=1.[F:21][C:22]1[C:27]([F:28])=[CH:26][CH:25]=[CH:24][C:23]=1OB(O)O.C(=O)([O-])[O-].[Na+].[Na+].C1(C)C=CC=CC=1.